The task is: Predict the reactants needed to synthesize the given product.. This data is from Full USPTO retrosynthesis dataset with 1.9M reactions from patents (1976-2016). (1) Given the product [CH2:1]([O:8][C:9](=[O:21])[NH:10][C@H:11]([C:16]1[N:20]=[N:19][N:18]([CH3:22])[N:17]=1)[C:12]([CH3:15])([CH3:14])[CH3:13])[C:2]1[CH:3]=[CH:4][CH:5]=[CH:6][CH:7]=1, predict the reactants needed to synthesize it. The reactants are: [CH2:1]([O:8][C:9](=[O:21])[NH:10][C@H:11]([C:16]1[N:17]=[N:18][NH:19][N:20]=1)[C:12]([CH3:15])([CH3:14])[CH3:13])[C:2]1[CH:7]=[CH:6][CH:5]=[CH:4][CH:3]=1.[C:22](=O)([O-])[O-].[K+].[K+].CI. (2) Given the product [CH2:1]([S:8]([C:9]1[CH:14]=[CH:13][CH:12]=[CH:11][C:10]=1[S:15]([N:18]1[CH2:23][CH2:22][O:21][CH2:20][CH2:19]1)(=[O:17])=[O:16])=[O:24])[C:2]1[CH:3]=[CH:4][CH:5]=[CH:6][CH:7]=1, predict the reactants needed to synthesize it. The reactants are: [CH2:1]([S:8][C:9]1[CH:14]=[CH:13][CH:12]=[CH:11][C:10]=1[S:15]([N:18]1[CH2:23][CH2:22][O:21][CH2:20][CH2:19]1)(=[O:17])=[O:16])[C:2]1[CH:7]=[CH:6][CH:5]=[CH:4][CH:3]=1.[OH:24]O. (3) The reactants are: [F:1][C:2]([F:12])([F:11])[C:3]1[CH:4]=[CH:5][C:6]([CH:9]=[CH2:10])=[N:7][CH:8]=1.[CH3:13][C:14]1[CH:15]=[C:16]([CH:18]=[CH:19][C:20]=1[CH3:21])[NH2:17].O.[OH-].[Cs+]. Given the product [CH3:13][C:14]1[CH:15]=[C:16]([NH:17][CH2:10][CH2:9][C:6]2[CH:5]=[CH:4][C:3]([C:2]([F:1])([F:11])[F:12])=[CH:8][N:7]=2)[CH:18]=[CH:19][C:20]=1[CH3:21], predict the reactants needed to synthesize it. (4) Given the product [ClH:1].[Cl:1][C:2]1[C:7]([C:8]2[C:17]3[CH2:16][CH2:15][CH2:14][CH2:13][C:12]=3[N:11]=[C:10]([O:18][CH2:19][C:20]3[CH:25]=[CH:24][CH:23]=[CH:22][N:21]=3)[CH:9]=2)=[CH:6][N:5]=[CH:4][N:3]=1, predict the reactants needed to synthesize it. The reactants are: [Cl:1][C:2]1[C:7]([C:8]2[C:17]3[CH2:16][CH2:15][CH2:14][CH2:13][C:12]=3[N:11]=[C:10]([O:18][CH2:19][C:20]3[CH:25]=[CH:24][CH:23]=[CH:22][N:21]=3)[CH:9]=2)=[CH:6][N:5]=[CH:4][N:3]=1.Cl.CCOCC. (5) Given the product [Cl:24][C:25]1[C:30]([C:31]([NH:23][C:5]2[CH:6]=[CH:7][CH:8]=[C:9]3[C:4]=2[N:3]=[C:2]([CH3:1])[N:11]=[C:10]3[O:12][C:13]2[CH:18]=[CH:17][CH:16]=[C:15]([C:19]([F:22])([F:20])[F:21])[CH:14]=2)=[O:32])=[C:29]([F:34])[C:28]([CH2:35][NH:36][C:37](=[O:42])[C:38]([CH3:40])([CH3:39])[CH3:41])=[CH:27][CH:26]=1, predict the reactants needed to synthesize it. The reactants are: [CH3:1][C:2]1[N:11]=[C:10]([O:12][C:13]2[CH:18]=[CH:17][CH:16]=[C:15]([C:19]([F:22])([F:21])[F:20])[CH:14]=2)[C:9]2[C:4](=[C:5]([NH2:23])[CH:6]=[CH:7][CH:8]=2)[N:3]=1.[Cl:24][C:25]1[C:30]([C:31](O)=[O:32])=[C:29]([F:34])[C:28]([CH2:35][NH:36][C:37](=[O:42])[C:38]([CH3:41])([CH3:40])[CH3:39])=[CH:27][CH:26]=1.C(Cl)(=O)C(Cl)=O.CCN(C(C)C)C(C)C. (6) The reactants are: [Cl:1][C:2]1[C:7]([CH3:8])=[C:6]([N+:9]([O-])=O)[C:5]([C:12]2[CH:17]=[C:16]([F:18])[CH:15]=[C:14]([F:19])[CH:13]=2)=[C:4]([C:20](=[O:22])[CH3:21])[CH:3]=1.[H][H]. Given the product [NH2:9][C:6]1[C:5]([C:12]2[CH:13]=[C:14]([F:19])[CH:15]=[C:16]([F:18])[CH:17]=2)=[C:4]([C:20](=[O:22])[CH3:21])[CH:3]=[C:2]([Cl:1])[C:7]=1[CH3:8], predict the reactants needed to synthesize it. (7) Given the product [Cl:1][C:2]1[CH:3]=[C:4]([CH:9]2[CH2:18][C:17]([CH3:20])([CH3:19])[C:16]3[N:15]=[C:27]([C:26]([OH:23])=[O:28])[CH:13]=[CH:12][C:11]=3[NH:10]2)[CH:5]=[CH:6][C:7]=1[F:8], predict the reactants needed to synthesize it. The reactants are: [Cl:1][C:2]1[CH:3]=[C:4]([CH:9]2[CH2:18][C:17]([CH3:20])([CH3:19])[C:16]3[N:15]=C(C#N)[CH:13]=[CH:12][C:11]=3[NH:10]2)[CH:5]=[CH:6][C:7]=1[F:8].[OH-:23].[Na+].Cl.[CH2:26]([OH:28])[CH3:27].